Predict the product of the given reaction. From a dataset of Forward reaction prediction with 1.9M reactions from USPTO patents (1976-2016). (1) Given the reactants [C:1]([O:5][C:6]([N:8]1[CH2:12][CH2:11][CH2:10][C@@H:9]1[CH2:13][N:14]1[C:18]2[CH:19]=[CH:20][C:21]([C:23](OC)=[O:24])=[CH:22][C:17]=2[N:16]=[C:15]1[NH:27][C:28]([C:30]1[S:31][C:32]([CH:35]([F:37])[F:36])=[CH:33][CH:34]=1)=[O:29])=[O:7])([CH3:4])([CH3:3])[CH3:2].[H-].[H-].[H-].[H-].[Li+].[Al+3], predict the reaction product. The product is: [F:37][CH:35]([F:36])[C:32]1[S:31][C:30]([C:28]([NH:27][C:15]2[N:14]([CH2:13][C@H:9]3[CH2:10][CH2:11][CH2:12][N:8]3[C:6]([O:5][C:1]([CH3:3])([CH3:4])[CH3:2])=[O:7])[C:18]3[CH:19]=[CH:20][C:21]([CH2:23][OH:24])=[CH:22][C:17]=3[N:16]=2)=[O:29])=[CH:34][CH:33]=1. (2) Given the reactants [Br:1][C:2]1[N:7]=[C:6]([C@:8]([NH:17][S@@:18]([C:20]([CH3:23])([CH3:22])[CH3:21])=[O:19])([CH3:16])[C@@H:9]([F:15])[C:10](OCC)=[O:11])[C:5]([F:24])=[CH:4][CH:3]=1.C(O)C.[BH4-].[Li+].[NH4+].[Cl-], predict the reaction product. The product is: [Br:1][C:2]1[N:7]=[C:6]([C@@:8]([NH:17][S@@:18]([C:20]([CH3:23])([CH3:22])[CH3:21])=[O:19])([C@@H:9]([F:15])[CH2:10][OH:11])[CH3:16])[C:5]([F:24])=[CH:4][CH:3]=1. (3) Given the reactants Cl[C:2]1[CH:3]=[CH:4][C:5]2[N:6]([C:8]([C:11]3[CH:16]=[CH:15][N:14]=[CH:13][CH:12]=3)=[CH:9][N:10]=2)[N:7]=1.[C:17]1([C@H:23]([NH2:25])[CH3:24])[CH:22]=[CH:21][CH:20]=[CH:19][CH:18]=1.[Na].C1C=CC(P(C2C=CC3C(=CC=CC=3)C=2C2C3C(=CC=CC=3)C=CC=2P(C2C=CC=CC=2)C2C=CC=CC=2)C2C=CC=CC=2)=CC=1, predict the reaction product. The product is: [C:17]1([C@H:23]([NH:25][C:2]2[CH:3]=[CH:4][C:5]3[N:6]([C:8]([C:11]4[CH:16]=[CH:15][N:14]=[CH:13][CH:12]=4)=[CH:9][N:10]=3)[N:7]=2)[CH3:24])[CH:22]=[CH:21][CH:20]=[CH:19][CH:18]=1. (4) Given the reactants [CH:1]1([C:7]2[N:8]([C:13]3[CH:18]=[C:17]([F:19])[CH:16]=[CH:15][C:14]=3[N+:20]([O-])=O)[CH:9]=[C:10]([CH3:12])[N:11]=2)[CH2:6][CH2:5][CH2:4][CH2:3][CH2:2]1.[H][H], predict the reaction product. The product is: [CH:1]1([C:7]2[N:8]([C:13]3[CH:18]=[C:17]([F:19])[CH:16]=[CH:15][C:14]=3[NH2:20])[CH:9]=[C:10]([CH3:12])[N:11]=2)[CH2:2][CH2:3][CH2:4][CH2:5][CH2:6]1. (5) Given the reactants CS(C)=O.[OH:5][CH2:6][CH2:7][CH2:8][CH:9]1[CH2:14][CH2:13][N:12]([CH2:15][CH2:16][CH2:17][O:18][C:19]2[CH:26]=[CH:25][C:22]([C:23]#[N:24])=[CH:21][CH:20]=2)[CH2:11][CH2:10]1.[NH2:27][OH:28].CC(O)C, predict the reaction product. The product is: [OH:28][N:27]=[C:23]([NH2:24])[C:22]1[CH:21]=[CH:20][C:19]([O:18][CH2:17][CH2:16][CH2:15][N:12]2[CH2:11][CH2:10][CH:9]([CH2:8][CH2:7][CH2:6][OH:5])[CH2:14][CH2:13]2)=[CH:26][CH:25]=1. (6) Given the reactants [NH2:1][C:2]1[N:7]=[C:6]([CH3:8])[C:5]([C:9]#[C:10][CH2:11][CH2:12][NH:13]C(=O)OCC2C=CC=CC=2)=[C:4]([NH:24][CH2:25][CH2:26][CH2:27][CH2:28][CH3:29])[N:3]=1, predict the reaction product. The product is: [NH2:13][CH2:12][CH2:11][CH2:10][CH2:9][C:5]1[C:4]([NH:24][CH2:25][CH2:26][CH2:27][CH2:28][CH3:29])=[N:3][C:2]([NH2:1])=[N:7][C:6]=1[CH3:8].